This data is from NCI-60 drug combinations with 297,098 pairs across 59 cell lines. The task is: Regression. Given two drug SMILES strings and cell line genomic features, predict the synergy score measuring deviation from expected non-interaction effect. (1) Drug 1: CC1=C2C(C(=O)C3(C(CC4C(C3C(C(C2(C)C)(CC1OC(=O)C(C(C5=CC=CC=C5)NC(=O)OC(C)(C)C)O)O)OC(=O)C6=CC=CC=C6)(CO4)OC(=O)C)OC)C)OC. Drug 2: COC1=CC(=CC(=C1O)OC)C2C3C(COC3=O)C(C4=CC5=C(C=C24)OCO5)OC6C(C(C7C(O6)COC(O7)C8=CC=CS8)O)O. Cell line: 786-0. Synergy scores: CSS=62.4, Synergy_ZIP=1.56, Synergy_Bliss=0.260, Synergy_Loewe=-1.06, Synergy_HSA=5.78. (2) Synergy scores: CSS=56.5, Synergy_ZIP=8.20, Synergy_Bliss=9.08, Synergy_Loewe=9.98, Synergy_HSA=10.5. Drug 1: CCCS(=O)(=O)NC1=C(C(=C(C=C1)F)C(=O)C2=CNC3=C2C=C(C=N3)C4=CC=C(C=C4)Cl)F. Cell line: HT29. Drug 2: CC12CCC3C(C1CCC2O)C(CC4=C3C=CC(=C4)O)CCCCCCCCCS(=O)CCCC(C(F)(F)F)(F)F.